This data is from Full USPTO retrosynthesis dataset with 1.9M reactions from patents (1976-2016). The task is: Predict the reactants needed to synthesize the given product. Given the product [NH2:1][C:2]1[O:3][CH2:4][C@@:5]2([C:19]3[C:14](=[N:15][CH:16]=[C:17]([C:43]#[C:42][C:40]([OH:44])([CH3:41])[CH3:39])[CH:18]=3)[O:13][C:12]3[C:7]2=[CH:8][C:9]([OH:21])=[CH:10][CH:11]=3)[N:6]=1, predict the reactants needed to synthesize it. The reactants are: [NH2:1][C:2]1[O:3][CH2:4][C@@:5]2([C:19]3[C:14](=[N:15][CH:16]=[C:17](Br)[CH:18]=3)[O:13][C:12]3[C:7]2=[CH:8][C:9]([OH:21])=[CH:10][CH:11]=3)[N:6]=1.C1COCC1.CN(C=O)C.C(NC(C)C)(C)C.[CH3:39][C:40]([OH:44])([C:42]#[CH:43])[CH3:41].